Regression. Given two drug SMILES strings and cell line genomic features, predict the synergy score measuring deviation from expected non-interaction effect. From a dataset of NCI-60 drug combinations with 297,098 pairs across 59 cell lines. (1) Drug 1: CCCCC(=O)OCC(=O)C1(CC(C2=C(C1)C(=C3C(=C2O)C(=O)C4=C(C3=O)C=CC=C4OC)O)OC5CC(C(C(O5)C)O)NC(=O)C(F)(F)F)O. Drug 2: C(CC(=O)O)C(=O)CN.Cl. Cell line: NCI-H226. Synergy scores: CSS=17.1, Synergy_ZIP=-1.39, Synergy_Bliss=1.02, Synergy_Loewe=-4.24, Synergy_HSA=1.51. (2) Drug 1: CCN(CC)CCNC(=O)C1=C(NC(=C1C)C=C2C3=C(C=CC(=C3)F)NC2=O)C. Drug 2: C1=NC2=C(N1)C(=S)N=CN2. Cell line: SR. Synergy scores: CSS=61.7, Synergy_ZIP=-1.79, Synergy_Bliss=-2.42, Synergy_Loewe=-11.9, Synergy_HSA=-0.373. (3) Drug 1: CC1=C(C(CCC1)(C)C)C=CC(=CC=CC(=CC(=O)O)C)C. Drug 2: CC1=C(N=C(N=C1N)C(CC(=O)N)NCC(C(=O)N)N)C(=O)NC(C(C2=CN=CN2)OC3C(C(C(C(O3)CO)O)O)OC4C(C(C(C(O4)CO)O)OC(=O)N)O)C(=O)NC(C)C(C(C)C(=O)NC(C(C)O)C(=O)NCCC5=NC(=CS5)C6=NC(=CS6)C(=O)NCCC[S+](C)C)O. Cell line: UO-31. Synergy scores: CSS=19.9, Synergy_ZIP=-7.52, Synergy_Bliss=-0.375, Synergy_Loewe=-13.8, Synergy_HSA=-0.778. (4) Drug 1: C1CCC(CC1)NC(=O)N(CCCl)N=O. Drug 2: CCC1(CC2CC(C3=C(CCN(C2)C1)C4=CC=CC=C4N3)(C5=C(C=C6C(=C5)C78CCN9C7C(C=CC9)(C(C(C8N6C=O)(C(=O)OC)O)OC(=O)C)CC)OC)C(=O)OC)O.OS(=O)(=O)O. Cell line: EKVX. Synergy scores: CSS=8.17, Synergy_ZIP=-0.707, Synergy_Bliss=-0.152, Synergy_Loewe=-27.1, Synergy_HSA=-1.65. (5) Drug 1: COC1=C(C=C2C(=C1)N=CN=C2NC3=CC(=C(C=C3)F)Cl)OCCCN4CCOCC4. Drug 2: CCC1=CC2CC(C3=C(CN(C2)C1)C4=CC=CC=C4N3)(C5=C(C=C6C(=C5)C78CCN9C7C(C=CC9)(C(C(C8N6C)(C(=O)OC)O)OC(=O)C)CC)OC)C(=O)OC.C(C(C(=O)O)O)(C(=O)O)O. Cell line: OVCAR-5. Synergy scores: CSS=74.5, Synergy_ZIP=-4.15, Synergy_Bliss=-2.47, Synergy_Loewe=-6.09, Synergy_HSA=1.39. (6) Drug 1: C1C(C(OC1N2C=C(C(=O)NC2=O)F)CO)O. Drug 2: COC1=C2C(=CC3=C1OC=C3)C=CC(=O)O2. Cell line: OVCAR-4. Synergy scores: CSS=8.49, Synergy_ZIP=-3.27, Synergy_Bliss=-2.54, Synergy_Loewe=-30.8, Synergy_HSA=-2.30.